Task: Predict the product of the given reaction.. Dataset: Forward reaction prediction with 1.9M reactions from USPTO patents (1976-2016) (1) The product is: [Br:13][C:14]1[CH:19]=[C:18]([F:20])[CH:17]=[C:16]2[C:15]=1[O:21][CH2:22][CH:23]=[CH:24]2. Given the reactants FC1C=CC(F)=C2C=1C=CCO2.[Br:13][C:14]1[CH:19]=[C:18]([F:20])[CH:17]=[CH:16][C:15]=1[O:21][CH2:22][C:23]#[CH:24], predict the reaction product. (2) The product is: [CH3:10][N:11]([C:22]1[CH:27]=[CH:26][C:25]([NH:28][C:29]([NH:31][C:32]2[CH:37]=[CH:36][CH:35]=[CH:34][CH:33]=2)=[O:30])=[CH:24][CH:23]=1)[S:12]([C:15]1[CH:16]=[CH:17][CH:18]=[C:19]([C:3]2[CH:2]=[N:1][CH:6]=[CH:5][CH:4]=2)[CH:20]=1)(=[O:13])=[O:14]. Given the reactants [N:1]1[CH:6]=[CH:5][CH:4]=[C:3](B(O)O)[CH:2]=1.[CH3:10][N:11]([C:22]1[CH:27]=[CH:26][C:25]([NH:28][C:29]([NH:31][C:32]2[CH:37]=[CH:36][CH:35]=[CH:34][CH:33]=2)=[O:30])=[CH:24][CH:23]=1)[S:12]([C:15]1[CH:20]=[CH:19][CH:18]=[C:17](Br)[CH:16]=1)(=[O:14])=[O:13].C([O-])([O-])=O.[Na+].[Na+], predict the reaction product.